This data is from HIV replication inhibition screening data with 41,000+ compounds from the AIDS Antiviral Screen. The task is: Binary Classification. Given a drug SMILES string, predict its activity (active/inactive) in a high-throughput screening assay against a specified biological target. (1) The molecule is Cn1nc(-c2ccc(Cl)c(Cl)c2)[n+]([O-])c2c(=O)n(C)c(=O)nc1-2. The result is 0 (inactive). (2) The drug is Cn1c(=O)[nH]c2c(c1=O)CCCS2. The result is 0 (inactive). (3) The molecule is COc1ccc2nc(CI)c(CI)nc2c1. The result is 0 (inactive). (4) The drug is Cc1cn(C2CC(OC(c3ccccc3)(c3ccccc3)c3ccccc3)C(CO)O2)c(=O)[nH]c1=O. The result is 0 (inactive).